From a dataset of Full USPTO retrosynthesis dataset with 1.9M reactions from patents (1976-2016). Predict the reactants needed to synthesize the given product. Given the product [I:1][C:2]1[C:3]([C:7]([F:10])([F:9])[F:8])=[N:4][N:5]([C:18]2[CH:28]=[CH:27][C:21]([C:22]([O:24][CH2:25][CH3:26])=[O:23])=[C:20]([C:29]([F:30])([F:32])[F:31])[CH:19]=2)[CH:6]=1, predict the reactants needed to synthesize it. The reactants are: [I:1][C:2]1[C:3]([C:7]([F:10])([F:9])[F:8])=[N:4][NH:5][CH:6]=1.C(=O)([O-])[O-].[K+].[K+].F[C:18]1[CH:28]=[CH:27][C:21]([C:22]([O:24][CH2:25][CH3:26])=[O:23])=[C:20]([C:29]([F:32])([F:31])[F:30])[CH:19]=1.